From a dataset of CYP1A2 inhibition data for predicting drug metabolism from PubChem BioAssay. Regression/Classification. Given a drug SMILES string, predict its absorption, distribution, metabolism, or excretion properties. Task type varies by dataset: regression for continuous measurements (e.g., permeability, clearance, half-life) or binary classification for categorical outcomes (e.g., BBB penetration, CYP inhibition). Dataset: cyp1a2_veith. (1) The compound is CC(C)(Oc1ccc(Cl)cc1)C(=O)Nc1ccncc1. The result is 1 (inhibitor). (2) The drug is Cc1ccccc1OC1C(=O)N(Cc2ccc3c(c2)OCO3)C1c1sccc1C. The result is 1 (inhibitor).